Dataset: Reaction yield outcomes from USPTO patents with 853,638 reactions. Task: Predict the reaction yield, written as a fraction of the theoretical maximum amount of product (1.0 means a 100% yield; for example, 0.34 means a 34% yield). (1) The reactants are [CH3:1][C:2]1([CH3:11])[CH2:7][NH:6][CH:5]([C:8]([OH:10])=[O:9])[CH2:4][O:3]1.[CH2:12]=O. The catalyst is C(O)C.[Pd]. The product is [CH3:12][N:6]1[CH2:7][C:2]([CH3:11])([CH3:1])[O:3][CH2:4][CH:5]1[C:8]([OH:10])=[O:9]. The yield is 0.970. (2) The reactants are Cl[C:2]1[C:11]2[C:6](=[CH:7][C:8]([O:14][CH3:15])=[C:9]([O:12][CH3:13])[CH:10]=2)[N:5]=[CH:4][CH:3]=1.O[C:17]1[CH:22]=[CH:21][CH:20]=[CH:19][C:18]=1[CH:23]=[CH:24][C:25]([C:27]1[CH:32]=[CH:31][CH:30]=[CH:29][CH:28]=1)=[O:26].[OH2:33]. The catalyst is CN(C)C1C=CN=CC=1.ClC1C=CC=CC=1Cl. The product is [CH3:13][O:12][C:9]1[CH:10]=[C:11]2[C:6](=[CH:7][C:8]=1[O:14][CH3:15])[N:5]=[CH:4][CH:3]=[C:2]2[O:33][C:28]1[CH:29]=[CH:30][CH:31]=[CH:32][C:27]=1[C:25](=[O:26])[CH:24]=[CH:23][C:18]1[CH:19]=[CH:20][CH:21]=[CH:22][CH:17]=1. The yield is 0.160. (3) The reactants are [Cl:1][C:2]1[CH:3]=[CH:4][C:5]([O:25][CH3:26])=[C:6]([C:8]2[NH:12][N:11]=[CH:10][C:9]=2[NH:13][C:14]([C:16]2[CH:17]=[N:18][N:19]3[CH:24]=[CH:23][CH:22]=[N:21][C:20]=23)=[O:15])[CH:7]=1.C(=O)([O-])[O-].[Cs+].[Cs+].Cl.Cl[CH2:35][CH2:36][N:37]1[CH2:42][CH2:41][O:40][CH2:39][CH2:38]1. The catalyst is CN(C=O)C. The product is [Cl:1][C:2]1[CH:3]=[CH:4][C:5]([O:25][CH3:26])=[C:6]([C:8]2[C:9]([NH:13][C:14]([C:16]3[CH:17]=[N:18][N:19]4[CH:24]=[CH:23][CH:22]=[N:21][C:20]=34)=[O:15])=[CH:10][N:11]([CH2:35][CH2:36][N:37]3[CH2:42][CH2:41][O:40][CH2:39][CH2:38]3)[N:12]=2)[CH:7]=1. The yield is 0.380. (4) The reactants are [NH2:1][C:2]1[C:11]2[CH:10]=[CH:9][CH:8]=[C:7](Br)[C:6]=2[N:5]=[C:4]2[CH2:13][N:14]([CH3:17])[C:15](=[O:16])[C:3]=12.[F:18][C:19]1[CH:24]=[CH:23][CH:22]=[C:21]([O:25][CH3:26])[C:20]=1B(O)O. No catalyst specified. The product is [NH2:1][C:2]1[C:11]2[CH:10]=[CH:9][CH:8]=[C:7]([C:20]3[C:21]([O:25][CH3:26])=[CH:22][CH:23]=[CH:24][C:19]=3[F:18])[C:6]=2[N:5]=[C:4]2[CH2:13][N:14]([CH3:17])[C:15](=[O:16])[C:3]=12. The yield is 0.640. (5) The reactants are C(O[C:4]([C:6]1[CH:7]=[C:8]2[C:12](=[CH:13][CH:14]=1)[NH:11][N:10]=[C:9]2[C:15]1[CH:24]=[CH:23][C:22]2[C:17](=[CH:18][CH:19]=[C:20]([O:25][CH2:26][CH2:27][N:28]3[CH2:32][CH2:31][CH2:30][CH2:29]3)[CH:21]=2)[CH:16]=1)=[NH:5])C.[N:33]1([CH2:38][C:39]([NH:41][NH2:42])=O)[CH2:37][CH2:36][CH2:35][CH2:34]1.C(N(CC)CC)C. No catalyst specified. The product is [N:28]1([CH2:27][CH2:26][O:25][C:20]2[CH:21]=[C:22]3[C:17](=[CH:18][CH:19]=2)[CH:16]=[C:15]([C:9]2[C:8]4[C:12](=[CH:13][CH:14]=[C:6]([C:4]5[N:5]=[C:39]([CH2:38][N:33]6[CH2:37][CH2:36][CH2:35][CH2:34]6)[NH:41][N:42]=5)[CH:7]=4)[NH:11][N:10]=2)[CH:24]=[CH:23]3)[CH2:29][CH2:30][CH2:31][CH2:32]1. The yield is 0.150. (6) The reactants are C(O)(=O)C.CC(N)(C1C=NC(C(F)(F)F)=CC=1)C.FC(F)(F)OC1C=C([C@@H]2N(C3C=CC(C(F)(F)F)=CC=3)C(=O)C(=O)C2)C=CC=1.[CH3:47][C:48]([NH:60][C:61]1[C:62](=[O:87])[N:63]([C:77]2[CH:82]=[CH:81][C:80]([C:83]([F:86])([F:85])[F:84])=[CH:79][CH:78]=2)[C@@H:64]([C:66]2[CH:71]=[CH:70][CH:69]=[C:68]([O:72][C:73]([F:76])([F:75])[F:74])[CH:67]=2)[CH:65]=1)([C:50]1[CH:51]=[N:52][C:53]([C:56]([F:59])([F:58])[F:57])=[CH:54][CH:55]=1)[CH3:49].C([BH3-])#N.[Na+]. The catalyst is C1(C)C=CC=CC=1. The product is [CH3:49][C:48]([NH:60][C@@H:61]1[CH2:65][C@H:64]([C:66]2[CH:71]=[CH:70][CH:69]=[C:68]([O:72][C:73]([F:74])([F:75])[F:76])[CH:67]=2)[N:63]([C:77]2[CH:78]=[CH:79][C:80]([C:83]([F:84])([F:86])[F:85])=[CH:81][CH:82]=2)[C:62]1=[O:87])([C:50]1[CH:51]=[N:52][C:53]([C:56]([F:57])([F:58])[F:59])=[CH:54][CH:55]=1)[CH3:47].[CH3:49][C:48]([NH:60][C@H:61]1[CH2:65][C@H:64]([C:66]2[CH:71]=[CH:70][CH:69]=[C:68]([O:72][C:73]([F:74])([F:75])[F:76])[CH:67]=2)[N:63]([C:77]2[CH:78]=[CH:79][C:80]([C:83]([F:84])([F:86])[F:85])=[CH:81][CH:82]=2)[C:62]1=[O:87])([C:50]1[CH:51]=[N:52][C:53]([C:56]([F:57])([F:58])[F:59])=[CH:54][CH:55]=1)[CH3:47]. The yield is 0.530.